This data is from Forward reaction prediction with 1.9M reactions from USPTO patents (1976-2016). The task is: Predict the product of the given reaction. (1) Given the reactants [Si]([O:8][C@@H:9]1[C@@:43]2([CH3:44])[C:13](=[CH:14][CH:15]=[C:16]3[C@@H:42]2[CH2:41][CH2:40][C@@:39]2([CH3:45])[C@H:17]3[CH2:18][CH:19]=[C:20]2[C:21]([O:24]/[CH:25]=[CH:26]\[CH2:27][C:28]([O:31][Si](CC)(CC)CC)([CH3:30])[CH3:29])([CH3:23])[CH3:22])[CH2:12][C@@H:11]([O:46][Si](C(C)(C)C)(C)C)[CH2:10]1)(C(C)(C)C)(C)C.O1CCCC1.[F-].C([N+](CCCC)(CCCC)CCCC)CCC, predict the reaction product. The product is: [OH:8][C@@H:9]1[C@@:43]2([CH3:44])[C:13](=[CH:14][CH:15]=[C:16]3[C@@H:42]2[CH2:41][CH2:40][C@@:39]2([CH3:45])[C@H:17]3[CH2:18][CH:19]=[C:20]2[C:21]([O:24]/[CH:25]=[CH:26]\[CH2:27][C:28]([OH:31])([CH3:30])[CH3:29])([CH3:23])[CH3:22])[CH2:12][C@@H:11]([OH:46])[CH2:10]1. (2) Given the reactants [NH2:1][C:2]1[N:6]([CH:7]2[CH2:12][CH2:11][CH2:10][NH:9][CH2:8]2)[N:5]=[C:4]([C:13]2[CH:18]=[CH:17][C:16]([O:19][C:20]3[CH:25]=[CH:24][CH:23]=[CH:22][CH:21]=3)=C[CH:14]=2)[C:3]=1[C:26]([NH2:28])=[O:27].[NH2:29]C1N(C2CCCN(C(OCC3C=CC=CC=3)=O)C2)N=C(C2C=NC(OC3C=CC=CC=3)=CC=2)C=1C#N, predict the reaction product. The product is: [NH2:1][C:2]1[N:6]([CH:7]2[CH2:12][CH2:11][CH2:10][NH:9][CH2:8]2)[N:5]=[C:4]([C:13]2[CH:14]=[N:29][C:16]([O:19][C:20]3[CH:21]=[CH:22][CH:23]=[CH:24][CH:25]=3)=[CH:17][CH:18]=2)[C:3]=1[C:26]([NH2:28])=[O:27].